Dataset: Forward reaction prediction with 1.9M reactions from USPTO patents (1976-2016). Task: Predict the product of the given reaction. (1) The product is: [Cl:26][C:11]1[N:10]=[C:9]([NH2:8])[N:14]=[C:13]2[N:35]([CH2:34][C:33]3[CH:37]=[CH:38][C:30]([O:29][CH3:28])=[CH:31][CH:32]=3)[N:36]=[C:16]([CH2:17][CH:18]3[CH2:22][O:21][C:20]([CH3:24])([CH3:23])[O:19]3)[C:12]=12. Given the reactants C(N(CC)CC)C.[NH2:8][C:9]1[N:14]=[C:13](Cl)[C:12]([C:16](=O)[CH2:17][CH:18]2[CH2:22][O:21][C:20]([CH3:24])([CH3:23])[O:19]2)=[C:11]([Cl:26])[N:10]=1.Cl.[CH3:28][O:29][C:30]1[CH:38]=[CH:37][C:33]([CH2:34][NH:35][NH2:36])=[CH:32][CH:31]=1.C(O)(=O)CC(CC(O)=O)(C(O)=O)O, predict the reaction product. (2) Given the reactants [N-:1]=[N+:2]=[N-:3].[Na+].Br[CH:6]1[C:12](=[O:13])[CH:11]([CH3:14])[CH2:10][CH2:9][N:8]([S:15]([C:18]2[CH:24]=[CH:23][C:21]([CH3:22])=[CH:20][CH:19]=2)(=[O:17])=[O:16])[CH2:7]1, predict the reaction product. The product is: [N:1]([CH:6]1[C:12](=[O:13])[CH:11]([CH3:14])[CH2:10][CH2:9][N:8]([S:15]([C:18]2[CH:19]=[CH:20][C:21]([CH3:22])=[CH:23][CH:24]=2)(=[O:16])=[O:17])[CH2:7]1)=[N+:2]=[N-:3]. (3) Given the reactants C[O:2][C:3](=[O:40])[C:4]1[CH:9]=[CH:8][C:7]([NH:10][C:11]([C@H:13]2[C@H:17]([C:18]3[CH:23]=[CH:22][CH:21]=[C:20]([Cl:24])[C:19]=3[F:25])[C@:16]([C:28]3[CH:33]=[CH:32][C:31]([Cl:34])=[CH:30][CH:29]=3)([C:26]#[N:27])[C@H:15]([CH2:35][C:36]([CH3:39])([CH3:38])[CH3:37])[NH:14]2)=[O:12])=[CH:6][CH:5]=1.[OH-].[Na+].CO.Cl, predict the reaction product. The product is: [Cl:24][C:20]1[C:19]([F:25])=[C:18]([C@@H:17]2[C@:16]([C:28]3[CH:29]=[CH:30][C:31]([Cl:34])=[CH:32][CH:33]=3)([C:26]#[N:27])[C@H:15]([CH2:35][C:36]([CH3:39])([CH3:38])[CH3:37])[NH:14][C@H:13]2[C:11]([NH:10][C:7]2[CH:6]=[CH:5][C:4]([C:3]([OH:40])=[O:2])=[CH:9][CH:8]=2)=[O:12])[CH:23]=[CH:22][CH:21]=1. (4) The product is: [C:9]([NH:12][C:13]1[CH:20]=[CH:19][C:16]([CH:17]=[C:3]([C:1]#[N:2])[C:4]([O:6][CH2:7][CH3:8])=[O:5])=[CH:15][CH:14]=1)(=[O:11])[CH3:10]. Given the reactants [C:1]([CH2:3][C:4]([O:6][CH2:7][CH3:8])=[O:5])#[N:2].[C:9]([NH:12][C:13]1[CH:20]=[CH:19][C:16]([CH:17]=O)=[CH:15][CH:14]=1)(=[O:11])[CH3:10].N1CCCCC1, predict the reaction product. (5) Given the reactants F.[C:2]([O:5][CH2:6][C:7]1[N:8]([CH2:28][C:29]([OH:32])([CH3:31])[CH3:30])[C:9]2[C:18]3[CH:17]=[CH:16][C:15]([O:19][CH2:20][C:21]4[CH:26]=[CH:25][CH:24]=[CH:23][CH:22]=4)=[CH:14][C:13]=3[N:12]=[CH:11][C:10]=2[N:27]=1)(=[O:4])[CH3:3].C1C=C(Cl)C=C(C(OO)=[O:41])C=1.O, predict the reaction product. The product is: [C:2]([O:5][CH2:6][C:7]1[N:8]([CH2:28][C:29]([OH:32])([CH3:31])[CH3:30])[C:9]2[C:18]3[CH:17]=[CH:16][C:15]([O:19][CH2:20][C:21]4[CH:26]=[CH:25][CH:24]=[CH:23][CH:22]=4)=[CH:14][C:13]=3[N+:12]([O-:41])=[CH:11][C:10]=2[N:27]=1)(=[O:4])[CH3:3]. (6) Given the reactants [F:1][C:2]1[C:3]([O:19][CH3:20])=[C:4]([C@H:8]([CH3:18])[CH2:9][C@:10]([OH:17])([C:13]([F:16])([F:15])[F:14])[CH:11]=O)[CH:5]=[CH:6][CH:7]=1.[NH2:21][C:22]1[CH:31]=[CH:30][CH:29]=[C:28]2[C:23]=1[CH:24]=[CH:25][C:26](=[O:32])[NH:27]2, predict the reaction product. The product is: [F:1][C:2]1[C:3]([O:19][CH3:20])=[C:4]([C@H:8]([CH3:18])[CH2:9][C@:10]([OH:17])([C:13]([F:14])([F:15])[F:16])[CH:11]=[N:21][C:22]2[CH:31]=[CH:30][CH:29]=[C:28]3[C:23]=2[CH:24]=[CH:25][C:26](=[O:32])[NH:27]3)[CH:5]=[CH:6][CH:7]=1.